From a dataset of Full USPTO retrosynthesis dataset with 1.9M reactions from patents (1976-2016). Predict the reactants needed to synthesize the given product. (1) Given the product [F:6][C:7]1[CH:13]=[C:12]2[C:10](=[CH:9][CH:8]=1)[N:11]=[CH:18][CH:16]=[CH:15]2, predict the reactants needed to synthesize it. The reactants are: S(=O)(=O)(O)O.[F:6][C:7]1[CH:13]=[CH:12][C:10]([NH2:11])=[CH:9][CH:8]=1.O[CH2:15][CH:16]([CH2:18]O)O. (2) Given the product [F:28][C:22]1[CH:23]=[C:24]([CH3:27])[CH:25]=[CH:26][C:21]=1[NH:20][C:14]1[C:13]2[C:18](=[CH:19][C:10]([OH:9])=[CH:11][CH:12]=2)[N:17]=[C:16]([O:32][CH3:31])[N:15]=1, predict the reactants needed to synthesize it. The reactants are: Cl.C([O:9][C:10]1[CH:19]=[C:18]2[C:13]([C:14]([NH:20][C:21]3[CH:26]=[CH:25][C:24]([CH3:27])=[CH:23][C:22]=3[F:28])=[N:15][CH:16]=[N:17]2)=[CH:12][C:11]=1OC)C1C=CC=CC=1.[C:31](O)(C(F)(F)F)=[O:32]. (3) Given the product [Br:1][C:2]1[C:11]([O:12][C@H:32]2[CH2:33][CH2:34][C@H:29]([C:25]([CH3:28])([CH3:27])[CH3:26])[CH2:30][CH2:31]2)=[CH:10][CH:9]=[C:8]2[C:3]=1[CH:4]=[CH:5][C:6]([C@:13]1([CH3:19])[CH2:17][O:16][C:15](=[O:18])[NH:14]1)=[CH:7]2, predict the reactants needed to synthesize it. The reactants are: [Br:1][C:2]1[C:11]([OH:12])=[CH:10][CH:9]=[C:8]2[C:3]=1[CH:4]=[CH:5][C:6]([C@:13]1([CH3:19])[CH2:17][O:16][C:15](=[O:18])[NH:14]1)=[CH:7]2.O1CCCC1.[C:25]([C@H:29]1[CH2:34][CH2:33][C@H:32](O)[CH2:31][CH2:30]1)([CH3:28])([CH3:27])[CH3:26].C1(P(C2C=CC=CC=2)C2C=CC=CC=2)C=CC=CC=1.N(C(OC(C)C)=O)=NC(OC(C)C)=O. (4) Given the product [OH:15][CH2:14][CH:11]1[CH2:12][CH2:13][C:8]([C:17]([F:18])([F:19])[F:20])([OH:7])[CH2:9][CH2:10]1, predict the reactants needed to synthesize it. The reactants are: [H-].[H-].[H-].[H-].[Li+].[Al+3].[OH:7][C:8]1([C:17]([F:20])([F:19])[F:18])[CH2:13][CH2:12][CH:11]([C:14](O)=[O:15])[CH2:10][CH2:9]1.O.[OH-].[Na+]. (5) Given the product [C:8]1([N:7]([C:14]2[CH:19]=[CH:18][CH:17]=[CH:16][CH:15]=2)[C:6]2[CH:20]=[CH:21][C:3]([OH:2])=[CH:4][CH:5]=2)[CH:13]=[CH:12][CH:11]=[CH:10][CH:9]=1, predict the reactants needed to synthesize it. The reactants are: C[O:2][C:3]1[CH:21]=[CH:20][C:6]([N:7]([C:14]2[CH:19]=[CH:18][CH:17]=[CH:16][CH:15]=2)[C:8]2[CH:13]=[CH:12][CH:11]=[CH:10][CH:9]=2)=[CH:5][CH:4]=1.B(Br)(Br)Br.CO.O. (6) Given the product [C:2]([C:7]1[S:11][C:10]([CH2:12][N:13]2[N:17]=[C:16]([NH:18][C:25]([C:23]3[N:24]=[C:20]([CH3:19])[O:21][C:22]=3[C:28]3[CH:29]=[CH:30][CH:31]=[CH:32][CH:33]=3)=[O:26])[CH:15]=[N:14]2)=[CH:9][CH:8]=1)(=[O:6])[CH3:1], predict the reactants needed to synthesize it. The reactants are: [CH3:1][C:2]1([C:7]2[S:11][C:10]([CH2:12][N:13]3[N:17]=[C:16]([NH2:18])[CH:15]=[N:14]3)=[CH:9][CH:8]=2)[O:6]CCO1.[CH3:19][C:20]1[O:21][C:22]([C:28]2[CH:33]=[CH:32][CH:31]=[CH:30][CH:29]=2)=[C:23]([C:25](O)=[O:26])[N:24]=1. (7) Given the product [CH2:1]([O:3][C:4]1[CH:5]=[C:6]([N:13]2[CH2:18][CH2:17][C:16](=[O:19])[CH2:15][CH2:14]2)[CH:7]=[CH:8][C:9]=1[N+:10]([O-:12])=[O:11])[CH3:2], predict the reactants needed to synthesize it. The reactants are: [CH2:1]([O:3][C:4]1[CH:5]=[C:6]([N:13]2[CH2:18][CH2:17][CH:16]([OH:19])[CH2:15][CH2:14]2)[CH:7]=[CH:8][C:9]=1[N+:10]([O-:12])=[O:11])[CH3:2].C([O-])(O)=O.[Na+].CC(OI1(OC(C)=O)(OC(C)=O)OC(=O)C2C1=CC=CC=2)=O.O. (8) The reactants are: [Cl:1][C:2]1[CH:7]=[CH:6][C:5]([C:8]2[N:12]([CH2:13][C:14]3[CH:15]=[C:16]([CH:19]=[CH:20][CH:21]=3)[C:17]#[N:18])[C:11]3[CH:22]=[C:23]([F:27])[C:24]([F:26])=[CH:25][C:10]=3[N:9]=2)=[C:4]([OH:28])[CH:3]=1.Br[CH2:30][CH:31]1[CH2:35][CH2:34][CH2:33][CH2:32]1. Given the product [Cl:1][C:2]1[CH:7]=[CH:6][C:5]([C:8]2[N:12]([CH2:13][C:14]3[CH:15]=[C:16]([CH:19]=[CH:20][CH:21]=3)[C:17]#[N:18])[C:11]3[CH:22]=[C:23]([F:27])[C:24]([F:26])=[CH:25][C:10]=3[N:9]=2)=[C:4]([O:28][CH2:30][CH:31]2[CH2:35][CH2:34][CH2:33][CH2:32]2)[CH:3]=1, predict the reactants needed to synthesize it. (9) Given the product [Br:21][C:22]1[CH:23]=[N:24][C:25]([N:6]2[C:7]3[C:12](=[CH:11][CH:10]=[C:9]([C:13]([N:15]4[CH2:16][CH2:17][O:18][CH2:19][CH2:20]4)=[O:14])[CH:8]=3)[C:4]([S:3][CH2:1][CH3:2])=[CH:5]2)=[N:26][CH:27]=1, predict the reactants needed to synthesize it. The reactants are: [CH2:1]([S:3][C:4]1[C:12]2[C:7](=[CH:8][C:9]([C:13]([N:15]3[CH2:20][CH2:19][O:18][CH2:17][CH2:16]3)=[O:14])=[CH:10][CH:11]=2)[NH:6][CH:5]=1)[CH3:2].[Br:21][C:22]1[CH:23]=[N:24][C:25](Cl)=[N:26][CH:27]=1. (10) The reactants are: [NH:1]1[C:5]2=[N:6][CH:7]=[C:8]([C:10]#[C:11][CH2:12][NH:13]C(=O)OC(C)(C)C)[CH:9]=[C:4]2[CH:3]=[N:2]1.C(Cl)Cl.FC(F)(F)C(O)=O. Given the product [NH:1]1[C:5]2=[N:6][CH:7]=[C:8]([C:10]#[C:11][CH2:12][NH2:13])[CH:9]=[C:4]2[CH:3]=[N:2]1, predict the reactants needed to synthesize it.